Dataset: Full USPTO retrosynthesis dataset with 1.9M reactions from patents (1976-2016). Task: Predict the reactants needed to synthesize the given product. (1) Given the product [CH:1]([O:4][C:5]1([C:8]2[CH:13]=[CH:12][C:11]([C:14]#[C:15][C:16]3[CH:17]=[CH:18][C:19]([C:20]([OH:22])=[O:21])=[CH:25][CH:26]=3)=[CH:10][CH:9]=2)[CH2:6][CH2:7]1)([CH3:3])[CH3:2], predict the reactants needed to synthesize it. The reactants are: [CH:1]([O:4][C:5]1([C:8]2[CH:13]=[CH:12][C:11]([C:14]#[C:15][C:16]3[CH:26]=[CH:25][C:19]([C:20]([O:22]CC)=[O:21])=[CH:18][CH:17]=3)=[CH:10][CH:9]=2)[CH2:7][CH2:6]1)([CH3:3])[CH3:2].[OH-].[Na+]. (2) Given the product [OH:44][C:45]1[CH:50]=[CH:49][C:48]([C:12]2[C:13]([CH3:43])([CH3:42])[C@H:14]3[C@:27]([CH3:30])([CH2:28][CH:29]=2)[C@@H:26]2[C@:17]([CH3:41])([C@@:18]4([CH3:40])[C@H:23]([CH2:24][CH2:25]2)[C@H:22]2[C@H:31]([C:34]([CH3:36])=[CH2:35])[CH2:32][CH2:33][C@:21]2([C:37]([OH:39])=[O:38])[CH2:20][CH2:19]4)[CH2:16][CH2:15]3)=[CH:47][CH:46]=1, predict the reactants needed to synthesize it. The reactants are: C(CCC1C=CC([C:12]2[C:13]([CH3:43])([CH3:42])[C@H:14]3[C@:27]([CH3:30])([CH2:28][CH:29]=2)[C@@H:26]2[C@:17]([CH3:41])([C@@:18]4([CH3:40])[C@H:23]([CH2:24][CH2:25]2)[C@H:22]2[C@H:31]([C:34]([CH3:36])=[CH2:35])[CH2:32][CH2:33][C@:21]2([C:37]([OH:39])=[O:38])[CH2:20][CH2:19]4)[CH2:16][CH2:15]3)=CC=1)(O)=O.[OH:44][C:45]1[CH:50]=[CH:49][C:48](B(O)O)=[CH:47][CH:46]=1.B(O)O. (3) The reactants are: [CH2:1]([N:3]1[C:8](=[O:9])[C:7]([C:10]2[CH:15]=[CH:14][C:13]([F:16])=[CH:12][CH:11]=2)=[C:6]([C:17]2[CH:22]=[CH:21][N:20]=[CH:19][CH:18]=2)[N:5]=[C:4]1[S:23][CH3:24])[CH3:2].S([O-])(O[O-])(=O)=O.[K+].[K+].[OH2:33].C[OH:35]. Given the product [CH2:1]([N:3]1[C:8](=[O:9])[C:7]([C:10]2[CH:11]=[CH:12][C:13]([F:16])=[CH:14][CH:15]=2)=[C:6]([C:17]2[CH:18]=[CH:19][N:20]=[CH:21][CH:22]=2)[N:5]=[C:4]1[S:23]([CH3:24])(=[O:35])=[O:33])[CH3:2], predict the reactants needed to synthesize it.